Predict the product of the given reaction. From a dataset of Forward reaction prediction with 1.9M reactions from USPTO patents (1976-2016). Given the reactants [OH-].[Li+].O.C([O:6][C:7](=[O:19])[C:8]1[C:13]([CH:14]2[CH2:18][CH2:17][CH2:16][CH2:15]2)=[CH:12][CH:11]=[CH:10][CH:9]=1)C.[OH-].[Na+], predict the reaction product. The product is: [CH:14]1([C:13]2[C:8]([C:7]([OH:19])=[O:6])=[CH:9][CH:10]=[CH:11][CH:12]=2)[CH2:15][CH2:16][CH2:17][CH2:18]1.